This data is from Full USPTO retrosynthesis dataset with 1.9M reactions from patents (1976-2016). The task is: Predict the reactants needed to synthesize the given product. (1) Given the product [CH:1]1([C:4]2[N:8]=[C:7]([C:9]3[C:17]4[CH2:16][CH2:15][O:14][CH2:13][C:12]=4[S:11][C:10]=3[NH:18][C:43]([C:37]3[C:36]([C:34]([O:33][C:29]([CH3:30])([CH3:31])[CH3:32])=[O:35])=[C:40]([CH3:41])[N:39]([CH3:42])[N:38]=3)=[O:45])[O:6][N:5]=2)[CH2:3][CH2:2]1, predict the reactants needed to synthesize it. The reactants are: [CH:1]1([C:4]2[N:8]=[C:7]([C:9]3[C:17]4[CH2:16][CH2:15][O:14][CH2:13][C:12]=4[S:11][C:10]=3[NH:18]C(C3CCCC=3C(O)=O)=O)[O:6][N:5]=2)[CH2:3][CH2:2]1.[C:29]([O:33][C:34]([C:36]1[C:37]([C:43]([OH:45])=O)=[N:38][N:39]([CH3:42])[C:40]=1[CH3:41])=[O:35])([CH3:32])([CH3:31])[CH3:30].F[B-](F)(F)F.BrC1C=CC=C[N+]=1CC. (2) Given the product [Cl:1][C:2]1[N:3]=[C:4]([N:11]2[CH2:16][CH2:15][O:14][CH:13]([CH2:17][NH:18][C:20](=[O:21])[CH3:19])[CH2:12]2)[C:5]2[S:10][CH:9]=[CH:8][C:6]=2[N:7]=1, predict the reactants needed to synthesize it. The reactants are: [Cl:1][C:2]1[N:3]=[C:4]([N:11]2[CH2:16][CH2:15][O:14][CH:13]([CH2:17][NH2:18])[CH2:12]2)[C:5]2[S:10][CH:9]=[CH:8][C:6]=2[N:7]=1.[CH3:19][C:20](OC(C)=O)=[O:21]. (3) Given the product [F:41][C:2]([F:1])([F:40])[C:3]1[CH:4]=[C:5]([C:13]([CH3:38])([CH3:39])[C:14]([N:16]([C:18]2[C:19]([C:30]3[CH:35]=[CH:34][C:33]([F:36])=[CH:32][C:31]=3[CH3:37])=[CH:20][C:21]([C:24]3[CH2:25][CH2:26][N:27]([S:50]([CH3:49])(=[O:52])=[O:51])[CH2:28][CH:29]=3)=[N:22][CH:23]=2)[CH3:17])=[O:15])[CH:6]=[C:7]([C:9]([F:12])([F:10])[F:11])[CH:8]=1, predict the reactants needed to synthesize it. The reactants are: [F:1][C:2]([F:41])([F:40])[C:3]1[CH:4]=[C:5]([C:13]([CH3:39])([CH3:38])[C:14]([N:16]([C:18]2[C:19]([C:30]3[CH:35]=[CH:34][C:33]([F:36])=[CH:32][C:31]=3[CH3:37])=[CH:20][C:21]([C:24]3[CH2:25][CH2:26][NH:27][CH2:28][CH:29]=3)=[N:22][CH:23]=2)[CH3:17])=[O:15])[CH:6]=[C:7]([C:9]([F:12])([F:11])[F:10])[CH:8]=1.C(N(CC)CC)C.[CH3:49][S:50](Cl)(=[O:52])=[O:51]. (4) Given the product [CH2:25]([N:27]1[C:3]([C:2]([CH3:7])([O:8][C:9]2[C:14]([F:15])=[CH:13][C:12]([F:16])=[CH:11][C:10]=2[F:17])[CH3:1])=[N:5][N:6]=[C:28]1[N:29]1[CH2:30][CH2:31][CH:32]([C:35]([O:37][CH2:38][CH3:39])=[O:36])[CH2:33][CH2:34]1)[CH3:26], predict the reactants needed to synthesize it. The reactants are: [CH3:1][C:2]([O:8][C:9]1[C:14]([F:15])=[CH:13][C:12]([F:16])=[CH:11][C:10]=1[F:17])([CH3:7])[C:3]([NH:5][NH2:6])=O.FC(F)(F)C(O)=O.[CH2:25]([N:27]=[C:28](SC)[N:29]1[CH2:34][CH2:33][CH:32]([C:35]([O:37][CH2:38][CH3:39])=[O:36])[CH2:31][CH2:30]1)[CH3:26].C(=O)([O-])O.[Na+]. (5) Given the product [CH:20]([N:18]1[C:17](=[O:23])[CH:16]=[CH:15][C:14]([C:4]2[CH:3]=[C:2]([O:1][CH2:25][CH2:26][CH2:27][N:28]3[C:32](=[O:33])[C:31]4[C:30](=[CH:37][CH:36]=[CH:35][CH:34]=4)[C:29]3=[O:38])[CH:7]=[N:6][C:5]=2[C:8]2[CH:9]=[CH:10][CH:11]=[CH:12][CH:13]=2)=[N:19]1)([CH3:21])[CH3:22], predict the reactants needed to synthesize it. The reactants are: [OH:1][C:2]1[CH:3]=[C:4]([C:14]2[CH:15]=[CH:16][C:17](=[O:23])[N:18]([CH:20]([CH3:22])[CH3:21])[N:19]=2)[C:5]([C:8]2[CH:13]=[CH:12][CH:11]=[CH:10][CH:9]=2)=[N:6][CH:7]=1.Br[CH2:25][CH2:26][CH2:27][N:28]1[C:32](=[O:33])[C:31]2=[CH:34][CH:35]=[CH:36][CH:37]=[C:30]2[C:29]1=[O:38].[H-].[Na+].O.